Dataset: HIV replication inhibition screening data with 41,000+ compounds from the AIDS Antiviral Screen. Task: Binary Classification. Given a drug SMILES string, predict its activity (active/inactive) in a high-throughput screening assay against a specified biological target. The compound is O=C1OCC2C(=O)OCC12. The result is 0 (inactive).